Dataset: Forward reaction prediction with 1.9M reactions from USPTO patents (1976-2016). Task: Predict the product of the given reaction. (1) Given the reactants [Br:1][C:2]1[CH:3]=[N:4][N:5]([CH2:9][O:10][CH2:11][CH2:12][Si:13]([CH3:16])([CH3:15])[CH3:14])[C:6]=1[CH2:7][OH:8].[H-].[Na+].I[CH3:20], predict the reaction product. The product is: [Br:1][C:2]1[CH:3]=[N:4][N:5]([CH2:9][O:10][CH2:11][CH2:12][Si:13]([CH3:16])([CH3:15])[CH3:14])[C:6]=1[CH2:7][O:8][CH3:20]. (2) The product is: [Cl:1][C:2]1[CH:3]=[C:4]2[C:9](=[CH:10][C:11]=1[O:12][C:13]1[CH:14]=[CH:15][C:16]([C:19](=[O:33])[NH:20][CH2:21][CH2:22][C:23]3[CH:28]=[CH:27][C:26]([Cl:29])=[CH:25][C:24]=3[CH:30]3[CH2:32][CH2:31]3)=[CH:17][CH:18]=1)[O:8][CH2:7][CH2:6][CH:5]2[C:34]([OH:36])=[O:35]. Given the reactants [Cl:1][C:2]1[CH:3]=[C:4]2[C:9](=[CH:10][C:11]=1[O:12][C:13]1[CH:18]=[CH:17][C:16]([C:19](=[O:33])[NH:20][CH2:21][CH2:22][C:23]3[CH:28]=[CH:27][C:26]([Cl:29])=[CH:25][C:24]=3[CH:30]3[CH2:32][CH2:31]3)=[CH:15][CH:14]=1)[O:8][CH2:7][CH2:6][CH:5]2[C:34]([O:36]CC)=[O:35].[OH-].[Na+].C(Cl)(Cl)Cl.CO.CC(O)=O, predict the reaction product. (3) The product is: [OH:21][C:22]1[CH:27]=[C:26]([C:2]2[CH:3]=[CH:4][N:5]3[C:10]([C:11]=2[CH3:12])=[C:9]([CH:13]2[CH2:15][CH2:14]2)[CH:8]=[C:7]([C:16]([O:18][CH3:19])=[O:17])[C:6]3=[O:20])[CH:25]=[CH:24][CH:23]=1. Given the reactants Cl[C:2]1[CH:3]=[CH:4][N:5]2[C:10]([C:11]=1[CH3:12])=[C:9]([CH:13]1[CH2:15][CH2:14]1)[CH:8]=[C:7]([C:16]([O:18][CH3:19])=[O:17])[C:6]2=[O:20].[OH:21][C:22]1[CH:23]=[C:24](B(O)O)[CH:25]=[CH:26][CH:27]=1, predict the reaction product.